Dataset: Forward reaction prediction with 1.9M reactions from USPTO patents (1976-2016). Task: Predict the product of the given reaction. Given the reactants [CH2:1]1[C:9]2[C:4](=[CH:5][CH:6]=[CH:7][CH:8]=2)[CH2:3][CH:2]1[CH2:10][CH2:11]O.N1C=CN=C1.C1(P(C2C=CC=CC=2)C2C=CC=CC=2)C=CC=CC=1.[I-:37], predict the reaction product. The product is: [I:37][CH2:11][CH2:10][CH:2]1[CH2:3][C:4]2[C:9](=[CH:8][CH:7]=[CH:6][CH:5]=2)[CH2:1]1.